This data is from Retrosynthesis with 50K atom-mapped reactions and 10 reaction types from USPTO. The task is: Predict the reactants needed to synthesize the given product. Given the product COCOc1cc(C)c(-c2cccc(C=O)c2)c(C)c1, predict the reactants needed to synthesize it. The reactants are: COCCl.Cc1cc(O)cc(C)c1-c1cccc(C=O)c1.